From a dataset of Full USPTO retrosynthesis dataset with 1.9M reactions from patents (1976-2016). Predict the reactants needed to synthesize the given product. Given the product [N:3]1[CH:8]=[CH:7][C:6]([C@@H:9]2[O:10][CH:12]=[N:11][C@H:13]2[C:14]([N:16]2[CH2:17][CH2:18][N:19]([CH3:22])[CH2:20][CH2:21]2)=[O:15])=[CH:5][CH:4]=1, predict the reactants needed to synthesize it. The reactants are: [OH-].[K+].[N:3]1[CH:8]=[CH:7][C:6]([CH:9]=[O:10])=[CH:5][CH:4]=1.[N+:11]([CH2:13][C:14]([N:16]1[CH2:21][CH2:20][N:19]([CH3:22])[CH2:18][CH2:17]1)=[O:15])#[C-:12].